This data is from Experimentally validated miRNA-target interactions with 360,000+ pairs, plus equal number of negative samples. The task is: Binary Classification. Given a miRNA mature sequence and a target amino acid sequence, predict their likelihood of interaction. The miRNA is mmu-miR-384-3p with sequence AUUCCUAGAAAUUGUUCACAAU. The protein sequence of the target gene is MKLPIFIADAFTATAFRGNPAAVCLLERTLEEDAHQQIAREMNLSETAFIRKLQPTDSFTQSSRFGLRWFTPVSEVPLCGHATLASAAVLFHKIQNRNSTLTFVTMSGELKARRAEDGIVLDFPVYPTFPQDFHEVEDLIKAAIGDTLVQDIRYSTDTRKLLVRLSDSYDRSFLESLKVNTEPLPAIEKTGKVRGLILTVKGEPGGQTAPYDFYSRYFAPWVGIAEDPVTGSAHTVLSSYWSQQLRKKEMRAFQCSRRGGELDISLRPDGRVDIKGGAVIVLEGTLTA. Result: 1 (interaction).